Predict the reaction yield, written as a fraction of the theoretical maximum amount of product (1.0 means a 100% yield; for example, 0.34 means a 34% yield). From a dataset of Reaction yield outcomes from USPTO patents with 853,638 reactions. The catalyst is C(OCC)(=O)C.[C].[Pd]. The yield is 0.840. The product is [CH2:1]([C:3]1[C:8]([C:9]#[N:10])=[CH:7][N:6]=[CH:5][CH:4]=1)[CH3:2]. The reactants are [CH:1]([C:3]1[C:8]([C:9]#[N:10])=[CH:7][N:6]=[CH:5][CH:4]=1)=[CH2:2].